The task is: Predict the reaction yield, written as a fraction of the theoretical maximum amount of product (1.0 means a 100% yield; for example, 0.34 means a 34% yield).. This data is from Reaction yield outcomes from USPTO patents with 853,638 reactions. (1) The reactants are Cl.[CH3:2][O:3][C:4]([C:6]1([NH2:12])[CH2:11][CH2:10][CH2:9][CH2:8][CH2:7]1)=[O:5].[CH3:13][C:14]1[CH:18]=[CH:17][S:16][C:15]=1[C:19](Cl)=[O:20]. No catalyst specified. The product is [CH3:2][O:3][C:4]([C:6]1([NH:12][C:19]([C:15]2[S:16][CH:17]=[CH:18][C:14]=2[CH3:13])=[O:20])[CH2:7][CH2:8][CH2:9][CH2:10][CH2:11]1)=[O:5]. The yield is 0.470. (2) The reactants are [CH3:1][O:2][C:3](=[O:10])[CH2:4][C:5](=[CH2:9])[C:6]([OH:8])=[O:7]. The catalyst is CO.[Pd]. The product is [CH3:1][O:2][C:3](=[O:10])[CH2:4][CH:5]([CH3:9])[C:6]([OH:8])=[O:7]. The yield is 0.960. (3) The reactants are [H-].[Na+].[CH3:3][N:4]1[C:12](=[O:13])[CH:11]=[CH:10][N:9]2[C:5]1=[N:6][C@@H:7]1[CH2:16][CH2:15][CH2:14][C@@H:8]12.C1(C)C=CC(S([CH2:26][N+:27]#[C-:28])(=O)=O)=CC=1. The catalyst is C1COCC1. The product is [CH3:3][N:4]1[C:12](=[O:13])[C:11]2=[CH:26][NH:27][CH:28]=[C:10]2[N:9]2[C@H:8]3[CH2:14][CH2:15][CH2:16][C@H:7]3[N:6]=[C:5]12. The yield is 0.940. (4) The reactants are [CH2:1]([N:8]1[C:13](=[O:14])[C:12]([C:15]2[NH:20][C:19]3[CH:21]=[CH:22][CH:23]=[CH:24][C:18]=3[S:17](=[O:26])(=[O:25])[N:16]=2)=[C:11]([OH:27])[C:10]2[S:28][C:29](S(C)(=O)=O)=[N:30][C:9]1=2)[C:2]1[CH:7]=[CH:6][CH:5]=[CH:4][CH:3]=1.[NH3:35]. No catalyst specified. The product is [NH2:35][C:29]1[S:28][C:10]2[C:11]([OH:27])=[C:12]([C:15]3[NH:20][C:19]4[CH:21]=[CH:22][CH:23]=[CH:24][C:18]=4[S:17](=[O:25])(=[O:26])[N:16]=3)[C:13](=[O:14])[N:8]([CH2:1][C:2]3[CH:3]=[CH:4][CH:5]=[CH:6][CH:7]=3)[C:9]=2[N:30]=1. The yield is 1.00. (5) The reactants are [C:1]([C:5]1[CH:10]=[CH:9][C:8]([OH:11])=[C:7]([Cl:12])[CH:6]=1)([CH3:4])([CH3:3])[CH3:2].CCN(CC)CC.Cl[C:21]([O:23][CH3:24])=[O:22]. The catalyst is ClCCl.CN(C1C=CN=CC=1)C. The product is [C:21](=[O:22])([O:23][CH3:24])[O:11][C:8]1[CH:9]=[CH:10][C:5]([C:1]([CH3:4])([CH3:2])[CH3:3])=[CH:6][C:7]=1[Cl:12]. The yield is 0.920.